From a dataset of Catalyst prediction with 721,799 reactions and 888 catalyst types from USPTO. Predict which catalyst facilitates the given reaction. (1) Reactant: C([Li])CCC.CCCCCC.Br[C:13]1[CH:29]=[CH:28][C:16]([O:17][Si:18]([CH:25]([CH3:27])[CH3:26])([CH:22]([CH3:24])[CH3:23])[CH:19]([CH3:21])[CH3:20])=[CH:15][C:14]=1[O:30][CH3:31].[Na].[Cl:33][C:34]1[CH:35]=[C:36]2[C:40](=[CH:41][CH:42]=1)[NH:39][C:38](=[O:43])[C:37]2=[O:44].ClC1C=C2C(=CC=1)NC(=O)C2=O.[H-].[Na+].[Cl-].[NH4+]. Product: [Cl:33][C:34]1[CH:35]=[C:36]2[C:40](=[CH:41][CH:42]=1)[NH:39][C:38](=[O:43])[C:37]2([OH:44])[C:13]1[CH:29]=[CH:28][C:16]([O:17][Si:18]([CH:25]([CH3:27])[CH3:26])([CH:22]([CH3:24])[CH3:23])[CH:19]([CH3:21])[CH3:20])=[CH:15][C:14]=1[O:30][CH3:31]. The catalyst class is: 1. (2) Reactant: [Br:1][C:2]1[CH:16]=[CH:15][C:14]([F:17])=[CH:13][C:3]=1[O:4][C:5]1[CH:12]=[CH:11][C:8]([CH:9]=O)=[CH:7][CH:6]=1.Cl.[NH2:19][OH:20].C(=O)([O-])[O-].[Na+].[Na+]. Product: [Br:1][C:2]1[CH:16]=[CH:15][C:14]([F:17])=[CH:13][C:3]=1[O:4][C:5]1[CH:12]=[CH:11][C:8]([CH:9]=[N:19][OH:20])=[CH:7][CH:6]=1. The catalyst class is: 20.